This data is from Reaction yield outcomes from USPTO patents with 853,638 reactions. The task is: Predict the reaction yield, written as a fraction of the theoretical maximum amount of product (1.0 means a 100% yield; for example, 0.34 means a 34% yield). (1) The reactants are [Br:1]Br.[Br:3][CH:4]([F:35])[C:5]([F:34])([F:33])[O:6][C:7]1[CH:12]=[CH:11][C:10]([C:13]2[C:14]([CH3:32])=[C:15]([C:18]3[N:22]([CH3:23])[N:21]=[C:20]([C:24]4[C:29]([F:30])=[CH:28][CH:27]=[CH:26][C:25]=4[Cl:31])[N:19]=3)[S:16][CH:17]=2)=[CH:9][CH:8]=1.C([O-])(O)=O.[Na+]. The catalyst is C(O)(=O)C. The product is [Br:1][C:17]1[S:16][C:15]([C:18]2[N:22]([CH3:23])[N:21]=[C:20]([C:24]3[C:29]([F:30])=[CH:28][CH:27]=[CH:26][C:25]=3[Cl:31])[N:19]=2)=[C:14]([CH3:32])[C:13]=1[C:10]1[CH:9]=[CH:8][C:7]([O:6][C:5]([F:34])([F:33])[CH:4]([Br:3])[F:35])=[CH:12][CH:11]=1. The yield is 0.770. (2) The reactants are [NH2:1][C:2]1[CH:7]=[CH:6][CH:5]=[CH:4][C:3]=1[CH2:8][C:9]#[N:10].[Br:11]N1C(=O)CCC1=O. The catalyst is CN(C)C=O.C(OCC)(=O)C. The product is [NH2:1][C:2]1[CH:7]=[CH:6][C:5]([Br:11])=[CH:4][C:3]=1[CH2:8][C:9]#[N:10]. The yield is 0.530.